From a dataset of Full USPTO retrosynthesis dataset with 1.9M reactions from patents (1976-2016). Predict the reactants needed to synthesize the given product. (1) Given the product [C:34]([N:4]1[C:5]2[C:10](=[CH:9][CH:8]=[CH:7][CH:6]=2)[C@H:11]([NH:12][C:13](=[O:22])[O:14][CH2:15][C:16]2[CH:17]=[CH:18][CH:19]=[CH:20][CH:21]=2)[C@@H:2]([CH3:1])[C@@H:3]1[CH2:23][C:24]([F:27])([F:25])[F:26])(=[O:36])[CH3:35], predict the reactants needed to synthesize it. The reactants are: [CH3:1][C@@H:2]1[C@@H:11]([NH:12][C:13](=[O:22])[O:14][CH2:15][C:16]2[CH:21]=[CH:20][CH:19]=[CH:18][CH:17]=2)[C:10]2[C:5](=[CH:6][CH:7]=[CH:8][CH:9]=2)[NH:4][C@H:3]1[CH2:23][C:24]([F:27])([F:26])[F:25].N1C=CC=CC=1.[C:34](Cl)(=[O:36])[CH3:35]. (2) Given the product [F:18][C:8]1[C:9]([O:16][CH3:17])=[CH:10][C:11]([O:14][CH3:15])=[C:12]([F:13])[C:7]=1[CH2:6][C:19]#[N:20], predict the reactants needed to synthesize it. The reactants are: CS(O[CH2:6][C:7]1[C:12]([F:13])=[C:11]([O:14][CH3:15])[CH:10]=[C:9]([O:16][CH3:17])[C:8]=1[F:18])(=O)=O.[C-:19]#[N:20].[Na+]. (3) Given the product [CH2:3]([C:10]1([C:11]([O:13][CH2:14][CH3:15])=[O:12])[O:21][C:23](=[O:24])[N:22]([C@@H:25]([C:27]2[CH:32]=[CH:31][CH:30]=[CH:29][CH:28]=2)[CH3:26])[C:16]1=[O:18])[C:4]1[CH:5]=[CH:6][CH:7]=[CH:8][CH:9]=1, predict the reactants needed to synthesize it. The reactants are: [OH-].[Na+].[CH2:3]([C:10]([OH:21])([C:16]([O:18]CC)=O)[C:11]([O:13][CH2:14][CH3:15])=[O:12])[C:4]1[CH:9]=[CH:8][CH:7]=[CH:6][CH:5]=1.[N:22]([C@@H:25]([C:27]1[CH:32]=[CH:31][CH:30]=[CH:29][CH:28]=1)[CH3:26])=[C:23]=[O:24]. (4) The reactants are: [NH2:1][CH2:2][CH2:3][CH2:4][CH2:5][CH2:6][CH2:7][N:8]1[CH2:13][CH2:12][CH:11]([C:14]2[CH:15]=[C:16]([NH:20][C:21](=[O:25])[CH:22]([CH3:24])[CH3:23])[CH:17]=[CH:18][CH:19]=2)[CH2:10][CH2:9]1.[C:26]1([N:32]=[C:33]=[O:34])[CH:31]=[CH:30][CH:29]=[CH:28][CH:27]=1. Given the product [NH:32]([C:33]([NH:1][CH2:2][CH2:3][CH2:4][CH2:5][CH2:6][CH2:7][N:8]1[CH2:13][CH2:12][CH:11]([C:14]2[CH:15]=[C:16]([NH:20][C:21](=[O:25])[CH:22]([CH3:23])[CH3:24])[CH:17]=[CH:18][CH:19]=2)[CH2:10][CH2:9]1)=[O:34])[C:26]1[CH:31]=[CH:30][CH:29]=[CH:28][CH:27]=1, predict the reactants needed to synthesize it. (5) Given the product [CH3:1][CH2:2][CH2:3][CH2:4][CH2:5][C@H:6]([OH:25])/[CH:7]=[CH:8]/[C@@H:9]1[C@H:13]([CH2:14]/[CH:15]=[CH:16]\[CH2:17][CH2:18][CH2:19][C:20]([OH:22])=[O:21])[C@@H:12]([OH:23])[CH2:11][C@H:10]1[OH:24], predict the reactants needed to synthesize it. The reactants are: [CH3:1][CH2:2][CH2:3][CH2:4][CH2:5][C@H:6]([OH:25])/[CH:7]=[CH:8]/[C@@H:9]1[C@@H:13]([CH2:14]/[CH:15]=[CH:16]\[CH2:17][CH2:18][CH2:19][C:20]([OH:22])=[O:21])[C@@H:12]([OH:23])[CH2:11][C@H:10]1[OH:24].